Dataset: Catalyst prediction with 721,799 reactions and 888 catalyst types from USPTO. Task: Predict which catalyst facilitates the given reaction. Product: [Cl:12][C:8]1[CH:7]=[C:6]2[C:11]([C:2]([N:23]3[CH2:24][CH2:25][N:20]([C:17]4[CH:16]=[C:15]5[C:14]([CH2:29][C:28]([C:31]([OH:33])=[O:32])=[CH:27][N:26]5[CH:34]5[CH2:36][CH2:35]5)=[CH:13][C:18]=4[F:19])[CH2:21][CH2:22]3)=[CH:3][CH:4]=[N:5]2)=[CH:10][CH:9]=1. Reactant: Cl[C:2]1[C:11]2[C:6](=[CH:7][C:8]([Cl:12])=[CH:9][CH:10]=2)[N:5]=[CH:4][CH:3]=1.[CH:13]1[C:14]2[C:29](=O)[C:28]([C:31]([OH:33])=[O:32])=[CH:27][N:26]([CH:34]3[CH2:36][CH2:35]3)[C:15]=2[CH:16]=[C:17]([N:20]2[CH2:25][CH2:24][NH:23][CH2:22][CH2:21]2)[C:18]=1[F:19].C(=O)([O-])[O-].[K+].[K+]. The catalyst class is: 44.